From a dataset of Forward reaction prediction with 1.9M reactions from USPTO patents (1976-2016). Predict the product of the given reaction. (1) Given the reactants [C:1]([Br:5])(Br)(Br)[Br:2].C1(P(C2C=CC=CC=2)C2C=CC=CC=2)C=CC=CC=1.O=[CH:26]/[CH:27]=[CH:28]/[C:29]([O:31][CH2:32][CH3:33])=[O:30].O, predict the reaction product. The product is: [Br:2][C:1]([Br:5])=[CH:26]/[CH:27]=[CH:28]/[C:29]([O:31][CH2:32][CH3:33])=[O:30]. (2) Given the reactants [NH2:1][C:2]1[CH:3]=[CH:4][C:5]2[C:6]3[N:14]=[C:13]([Br:15])[CH:12]=[C:11]([C:16]([O:18][CH3:19])=[O:17])[C:7]=3[NH:8][C:9]=2[CH:10]=1.Cl.Cl[CH2:22][CH2:23][N:24]([CH2:26][CH2:27]Cl)[CH3:25].C(=O)([O-])[O-].[Na+].[Na+], predict the reaction product. The product is: [Br:15][C:13]1[CH:12]=[C:11]([C:16]([O:18][CH3:19])=[O:17])[C:7]2[NH:8][C:9]3[CH:10]=[C:2]([N:1]4[CH2:27][CH2:26][N:24]([CH3:25])[CH2:23][CH2:22]4)[CH:3]=[CH:4][C:5]=3[C:6]=2[N:14]=1. (3) Given the reactants [C:1]([O:16][CH2:17][CH3:18])(=[O:15])[CH:2]=[CH:3][CH2:4][CH2:5][CH2:6][CH2:7][CH2:8][CH2:9][CH2:10][CH2:11][CH2:12][CH2:13][CH3:14].[NH2:19][CH2:20][CH2:21][CH2:22][NH:23][CH2:24][CH2:25][CH2:26][CH2:27][NH:28][CH2:29][CH2:30][CH2:31][NH2:32], predict the reaction product. The product is: [NH2:32][CH2:31][CH2:30][CH2:29][NH:28][CH2:27][CH2:26][CH2:25][CH2:24][NH:23][CH2:22][CH2:21][CH2:20][NH:19][CH:3]([CH2:4][CH2:5][CH2:6][CH2:7][CH2:8][CH2:9][CH2:10][CH2:11][CH2:12][CH2:13][CH3:14])[CH2:2][C:1]([O:16][CH2:17][CH3:18])=[O:15]. (4) The product is: [C:15]([C:18]1[N:19]=[CH:20][N:21]2[C:26](=[O:27])[N:25]([CH2:28][C:29]([N:9]3[CH2:14][CH2:13][O:12][CH2:11][CH2:10]3)=[O:31])[N:24]=[N:23][C:22]=12)(=[O:17])[NH2:16]. Given the reactants ClC(OC(C)C)=O.C[N:9]1[CH2:14][CH2:13][O:12][CH2:11][CH2:10]1.[C:15]([C:18]1[N:19]=[CH:20][N:21]2[C:26](=[O:27])[N:25]([CH2:28][C:29]([OH:31])=O)[N:24]=[N:23][C:22]=12)(=[O:17])[NH2:16].N1CCOCC1.C(N(CC)CC)C, predict the reaction product. (5) Given the reactants [Cl:1][C:2]1[CH:3]=[C:4]2[C:9](=[CH:10][C:11]=1[O:12][C:13]1[CH:21]=[CH:20][C:16]([C:17]([OH:19])=O)=[CH:15][CH:14]=1)[O:8][CH2:7][CH2:6][CH:5]2[C:22]([O:24][CH2:25][CH3:26])=[O:23].C(Cl)(=O)C(Cl)=O.[Br:33][C:34]1[CH:39]=[CH:38][CH:37]=[CH:36][C:35]=1[CH2:40][CH2:41][NH2:42].CCN(C(C)C)C(C)C, predict the reaction product. The product is: [Br:33][C:34]1[CH:39]=[CH:38][CH:37]=[CH:36][C:35]=1[CH2:40][CH2:41][NH:42][C:17]([C:16]1[CH:20]=[CH:21][C:13]([O:12][C:11]2[CH:10]=[C:9]3[C:4]([CH:5]([C:22]([O:24][CH2:25][CH3:26])=[O:23])[CH2:6][CH2:7][O:8]3)=[CH:3][C:2]=2[Cl:1])=[CH:14][CH:15]=1)=[O:19]. (6) Given the reactants [CH:1]1([CH2:4][O:5][C:6]2[N:11]=[C:10]([C:12]([OH:14])=O)[CH:9]=[N:8][C:7]=2[N:15]2[CH2:18][C:17]([F:20])([F:19])[CH2:16]2)[CH2:3][CH2:2]1.Cl.[F:22][C:23]1([F:31])[CH2:27][NH:26][C@H:25]([C:28]([NH2:30])=[O:29])[CH2:24]1, predict the reaction product. The product is: [CH:1]1([CH2:4][O:5][C:6]2[N:11]=[C:10]([C:12]([N:26]3[CH2:27][C:23]([F:31])([F:22])[CH2:24][C@H:25]3[C:28]([NH2:30])=[O:29])=[O:14])[CH:9]=[N:8][C:7]=2[N:15]2[CH2:18][C:17]([F:20])([F:19])[CH2:16]2)[CH2:2][CH2:3]1.